Dataset: Forward reaction prediction with 1.9M reactions from USPTO patents (1976-2016). Task: Predict the product of the given reaction. (1) The product is: [ClH:36].[O:24]1[C:33]2[CH:32]=[C:31]([CH2:34][NH:1][C@H:2]3[CH2:7][CH2:6][N:5]([CH2:8][CH:9]4[C:13]5=[C:14]([F:22])[CH:15]=[N:16][C:17]6[CH:18]=[CH:19][C:20](=[O:21])[N:11]([C:12]=65)[CH2:10]4)[CH2:4][C@H:3]3[OH:23])[N:30]=[CH:29][C:28]=2[O:27][CH2:26][CH2:25]1. Given the reactants [NH2:1][C@H:2]1[CH2:7][CH2:6][N:5]([CH2:8][CH:9]2[C:13]3=[C:14]([F:22])[CH:15]=[N:16][C:17]4[CH:18]=[CH:19][C:20](=[O:21])[N:11]([C:12]=43)[CH2:10]2)[CH2:4][C@H:3]1[OH:23].[O:24]1[C:33]2[CH:32]=[C:31]([CH:34]=O)[N:30]=[CH:29][C:28]=2[O:27][CH2:26][CH2:25]1.[Cl:36]CCl.CO, predict the reaction product. (2) The product is: [C:21]1([C:13]2[CH:14]=[C:15]3[C:10](=[CH:11][CH:12]=2)[CH2:9][CH:8]([C:16]([O:18][CH3:30])=[O:17])[CH2:7]3)[CH:26]=[CH:25][CH:24]=[CH:23][CH:22]=1. Given the reactants FC(F)(F)S(O[CH:7]1[C:15]2[C:10](=[CH:11][CH:12]=[CH:13][CH:14]=2)[CH2:9][CH:8]1[C:16]([O-:18])=[O:17])(=O)=O.[C:21]1(B(O)O)[CH:26]=[CH:25][CH:24]=[CH:23][CH:22]=1.[C:30]([O-])([O-])=O.[Na+].[Na+], predict the reaction product.